Task: Predict the reactants needed to synthesize the given product.. Dataset: Full USPTO retrosynthesis dataset with 1.9M reactions from patents (1976-2016) The reactants are: [OH:1][CH2:2][C@H:3]([NH:7][CH2:8][C:9]1[CH:14]=[CH:13][C:12]([O:15][CH3:16])=[CH:11][CH:10]=1)[C:4]([OH:6])=[O:5].[OH-].[Na+].Cl[CH2:20][C:21](Cl)=[O:22].Cl.[CH:25]1[CH:30]=[CH:29][C:28]([CH2:31]Br)=[CH:27][CH:26]=1.CCN(C(C)C)C(C)C. Given the product [CH2:31]([O:5][C:4]([C@@H:3]1[CH2:2][O:1][CH2:20][C:21](=[O:22])[N:7]1[CH2:8][C:9]1[CH:10]=[CH:11][C:12]([O:15][CH3:16])=[CH:13][CH:14]=1)=[O:6])[C:28]1[CH:29]=[CH:30][CH:25]=[CH:26][CH:27]=1, predict the reactants needed to synthesize it.